Dataset: Tox21: 12 toxicity assays (nuclear receptors and stress response pathways). Task: Binary classification across 12 toxicity assays. (1) The molecule is CCOC(=O)C(SP(=S)(OC)OC)c1ccccc1. It tested positive (active) for: NR-AhR (Aryl hydrocarbon Receptor agonist activity). (2) The compound is CN(C)CCCN1c2ccccc2Sc2ccc(C(F)(F)F)cc21. It tested positive (active) for: SR-p53 (p53 tumor suppressor activation). (3) The compound is CN(C)c1ccc2nc3ccc(N(C)C)cc3[s+]c2c1. It tested positive (active) for: NR-AhR (Aryl hydrocarbon Receptor agonist activity), NR-Aromatase (Aromatase enzyme inhibition), SR-ARE (Antioxidant Response Element (oxidative stress)), SR-MMP (Mitochondrial Membrane Potential disruption), and SR-p53 (p53 tumor suppressor activation). (4) The molecule is Cc1ccc(C(=O)c2cc(O)c(O)c([N+](=O)[O-])c2)cc1. It tested positive (active) for: SR-MMP (Mitochondrial Membrane Potential disruption). (5) The molecule is CC(=O)OCC(COC(C)=O)OC(C)=O. It tested positive (active) for: NR-AhR (Aryl hydrocarbon Receptor agonist activity), and NR-ER (Estrogen Receptor agonist activity). (6) The drug is C[C@]12CC[C@H]3[C@@H](CC[C@H]4C[C@@H]5S[C@@H]5C[C@@]43C)[C@@H]1CC[C@@H]2O. It tested positive (active) for: NR-AR (Androgen Receptor agonist activity), NR-AR-LBD (Androgen Receptor Ligand Binding Domain agonist), NR-ER (Estrogen Receptor agonist activity), and NR-ER-LBD (Estrogen Receptor Ligand Binding Domain agonist).